From a dataset of Forward reaction prediction with 1.9M reactions from USPTO patents (1976-2016). Predict the product of the given reaction. The product is: [CH3:14][N:13]1[C:9]([C:3](=[N:2][O:1][CH2:16][C:17]2[N:22]=[C:21]([N:23]3[C:24](=[O:33])[C:25]4[C:30](=[CH:29][CH:28]=[CH:27][CH:26]=4)[C:31]3=[O:32])[CH:20]=[CH:19][CH:18]=2)[C:4]2[CH:8]=[CH:7][S:6][CH:5]=2)=[CH:10][N:11]=[CH:12]1. Given the reactants [OH:1][N:2]=[C:3]([C:9]1[N:13]([CH3:14])[CH:12]=[N:11][CH:10]=1)[C:4]1[CH:8]=[CH:7][S:6][CH:5]=1.Br[CH2:16][C:17]1[N:22]=[C:21]([N:23]2[C:31](=[O:32])[C:30]3[C:25](=[CH:26][CH:27]=[CH:28][CH:29]=3)[C:24]2=[O:33])[CH:20]=[CH:19][CH:18]=1.C(=O)([O-])[O-].[Cs+].[Cs+].[I-].[K+], predict the reaction product.